This data is from NCI-60 drug combinations with 297,098 pairs across 59 cell lines. The task is: Regression. Given two drug SMILES strings and cell line genomic features, predict the synergy score measuring deviation from expected non-interaction effect. (1) Drug 1: CCCCCOC(=O)NC1=NC(=O)N(C=C1F)C2C(C(C(O2)C)O)O. Drug 2: CC1=C(C(=CC=C1)Cl)NC(=O)C2=CN=C(S2)NC3=CC(=NC(=N3)C)N4CCN(CC4)CCO. Cell line: NCI-H322M. Synergy scores: CSS=9.52, Synergy_ZIP=-3.20, Synergy_Bliss=0.274, Synergy_Loewe=-0.0303, Synergy_HSA=0.664. (2) Drug 1: C1=NC2=C(N=C(N=C2N1C3C(C(C(O3)CO)O)F)Cl)N. Drug 2: C1C(C(OC1N2C=NC(=NC2=O)N)CO)O. Cell line: DU-145. Synergy scores: CSS=17.6, Synergy_ZIP=-5.15, Synergy_Bliss=-4.08, Synergy_Loewe=-0.644, Synergy_HSA=0.732. (3) Drug 1: CCCS(=O)(=O)NC1=C(C(=C(C=C1)F)C(=O)C2=CNC3=C2C=C(C=N3)C4=CC=C(C=C4)Cl)F. Drug 2: C(CC(=O)O)C(=O)CN.Cl. Cell line: NCIH23. Synergy scores: CSS=-1.40, Synergy_ZIP=-2.49, Synergy_Bliss=-6.62, Synergy_Loewe=-10.6, Synergy_HSA=-10.1.